Dataset: Full USPTO retrosynthesis dataset with 1.9M reactions from patents (1976-2016). Task: Predict the reactants needed to synthesize the given product. (1) Given the product [Br:1][C:2]1[CH:3]=[C:4]([N:8]2[C:12]([CH3:16])=[CH:11][C:10]([C:24]([NH2:22])=[O:25])=[N:9]2)[CH:5]=[CH:6][CH:7]=1, predict the reactants needed to synthesize it. The reactants are: [Br:1][C:2]1[CH:3]=[C:4]([N:8]2[CH:12]=[CH:11][C:10](C(O)=O)=[N:9]2)[CH:5]=[CH:6][CH:7]=1.[C:16]([O-])(=O)C.[NH4+].C[N:22]([CH:24]=[O:25])C. (2) Given the product [C:14]12([C:24]3[CH:25]=[C:26]([C:2]4[CH:3]=[C:4]5[C:9](=[CH:10][CH:11]=4)[CH:8]=[C:7]([CH:12]=[O:13])[CH:6]=[CH:5]5)[CH:27]=[CH:28][C:29]=3[O:30][CH3:31])[CH2:15][CH:16]3[CH2:17][CH:18]([CH2:19][CH:20]([CH2:22]3)[CH2:21]1)[CH2:23]2, predict the reactants needed to synthesize it. The reactants are: Br[C:2]1[CH:3]=[C:4]2[C:9](=[CH:10][CH:11]=1)[CH:8]=[C:7]([CH:12]=[O:13])[CH:6]=[CH:5]2.[C:14]12([C:24]3[CH:25]=[C:26](B(O)O)[CH:27]=[CH:28][C:29]=3[O:30][CH3:31])[CH2:23][CH:18]3[CH2:19][CH:20]([CH2:22][CH:16]([CH2:17]3)[CH2:15]1)[CH2:21]2.C(=O)([O-])[O-].[K+].[K+]. (3) Given the product [Cl:1][C:2]1[C:3]([CH3:14])=[CH:4][C:5]([N+:11]([O-:13])=[O:12])=[C:6]2[C:10]=1[N:9]([CH2:22][O:23][CH2:24][CH2:25][Si:26]([CH3:29])([CH3:28])[CH3:27])[N:8]=[CH:7]2, predict the reactants needed to synthesize it. The reactants are: [Cl:1][C:2]1[C:3]([CH3:14])=[CH:4][C:5]([N+:11]([O-:13])=[O:12])=[C:6]2[C:10]=1[NH:9][N:8]=[CH:7]2.CC([O-])(C)C.[Na+].Cl[CH2:22][O:23][CH2:24][CH2:25][Si:26]([CH3:29])([CH3:28])[CH3:27]. (4) The reactants are: [CH2:1]([NH:8][CH2:9][C:10]1[CH:15]=[CH:14][CH:13]=[CH:12][CH:11]=1)[C:2]1[CH:7]=[CH:6][CH:5]=[CH:4][CH:3]=1.Cl.[CH3:17]O.C=O.[O:21]1[CH2:26][CH2:25][C:24](=[O:27])[CH2:23][CH2:22]1. Given the product [C:10]1([CH2:9][N:8]([CH2:17][CH:23]2[C:24](=[O:27])[CH2:25][CH2:26][O:21][CH2:22]2)[CH2:1][C:2]2[CH:7]=[CH:6][CH:5]=[CH:4][CH:3]=2)[CH:15]=[CH:14][CH:13]=[CH:12][CH:11]=1, predict the reactants needed to synthesize it. (5) Given the product [CH3:3][O:4][C:5]([C:7]1[S:8][C:9]([C:13]2[CH:18]=[CH:17][CH:16]=[CH:15][CH:14]=2)=[CH:10][C:11]=1[NH:12][CH2:29][C:23]1[CH:24]=[CH:25][C:26]([Cl:28])=[CH:27][C:22]=1[Cl:21])=[O:6], predict the reactants needed to synthesize it. The reactants are: [H-].[Na+].[CH3:3][O:4][C:5]([C:7]1[S:8][C:9]([C:13]2[CH:18]=[CH:17][CH:16]=[CH:15][CH:14]=2)=[CH:10][C:11]=1[NH2:12])=[O:6].N#N.[Cl:21][C:22]1[CH:27]=[C:26]([Cl:28])[CH:25]=[CH:24][C:23]=1[CH2:29]Cl. (6) Given the product [O:21]([C:18]1[CH:17]=[CH:16][C:15]([O:14][C:12]2[C:13]3[N:5]([CH:3]4[CH2:2][N:1]([C:33](=[O:36])[CH:34]=[CH2:35])[CH2:4]4)[CH:6]=[CH:7][C:8]=3[N:9]=[CH:10][N:11]=2)=[CH:20][CH:19]=1)[C:22]1[CH:27]=[CH:26][CH:25]=[CH:24][CH:23]=1, predict the reactants needed to synthesize it. The reactants are: [NH:1]1[CH2:4][CH:3]([N:5]2[C:13]3[C:12]([O:14][C:15]4[CH:20]=[CH:19][C:18]([O:21][C:22]5[CH:27]=[CH:26][CH:25]=[CH:24][CH:23]=5)=[CH:17][CH:16]=4)=[N:11][CH:10]=[N:9][C:8]=3[CH:7]=[CH:6]2)[CH2:2]1.C(=O)(O)[O-].[Na+].[C:33](Cl)(=[O:36])[CH:34]=[CH2:35]. (7) Given the product [C:36]1([C:42]#[C:43][C:2]2[CH:3]=[CH:4][C:5]3[CH:11]=[CH:10][C:9]4[CH:12]=[CH:13][C:14]([C:53]#[C:54][C:48]5[CH:49]=[CH:62][CH:45]=[CH:46][CH:47]=5)=[CH:15][C:8]=4[B:7]([C:17]4[C:22]([C:23]([CH3:24])([CH3:26])[CH3:25])=[CH:21][C:20]([C:27]([CH3:30])([CH3:28])[CH3:29])=[CH:19][C:18]=4[C:31]([CH3:34])([CH3:33])[CH3:32])[C:6]=3[CH:35]=2)[CH:41]=[CH:40][CH:39]=[CH:38][CH:37]=1, predict the reactants needed to synthesize it. The reactants are: Br[C:2]1[CH:3]=[CH:4][C:5]2[CH:11]=[CH:10][C:9]3[CH:12]=[CH:13][C:14](Br)=[CH:15][C:8]=3[B:7]([C:17]3[C:22]([C:23]([CH3:26])([CH3:25])[CH3:24])=[CH:21][C:20]([C:27]([CH3:30])([CH3:29])[CH3:28])=[CH:19][C:18]=3[C:31]([CH3:34])([CH3:33])[CH3:32])[C:6]=2[CH:35]=1.[C:36]1([C:42]#[CH:43])[CH:41]=[CH:40][CH:39]=[CH:38][CH:37]=1.Br[C:45]1[CH:46]=[CH:47][C:48]2[CH:54]=[CH:53]C3C=CC(Br)=CC=3[Sn](C)(C)[C:49]=2[CH:62]=1.